From a dataset of Reaction yield outcomes from USPTO patents with 853,638 reactions. Predict the reaction yield, written as a fraction of the theoretical maximum amount of product (1.0 means a 100% yield; for example, 0.34 means a 34% yield). (1) The reactants are [F:1][C:2]1[CH:3]=[C:4]([NH:9][C:10]2[CH:11]=[CH:12][C:13]3[N:18]([CH3:19])[C:17](=O)[O:16][C:15]([CH2:23][CH3:24])([CH2:21][CH3:22])[C:14]=3[CH:25]=2)[CH:5]=[CH:6][C:7]=1[F:8].COC1C=CC(P2(SP(C3C=CC(OC)=CC=3)(=S)S2)=[S:35])=CC=1. The catalyst is C1(C)C=CC=CC=1. The product is [F:1][C:2]1[CH:3]=[C:4]([NH:9][C:10]2[CH:11]=[CH:12][C:13]3[N:18]([CH3:19])[C:17](=[S:35])[O:16][C:15]([CH2:23][CH3:24])([CH2:21][CH3:22])[C:14]=3[CH:25]=2)[CH:5]=[CH:6][C:7]=1[F:8]. The yield is 0.310. (2) The reactants are [C:1]([C:4]1[CH:15]=[C:8]([C:9]([O:11][CH2:12][CH2:13][CH3:14])=[O:10])[C:7]([OH:16])=[CH:6][CH:5]=1)(=[O:3])[CH3:2].Cl[C:18]1[C:27]2[C:22](=[CH:23][C:24]([O:30][CH3:31])=[C:25]([O:28][CH3:29])[CH:26]=2)[N:21]=[CH:20][CH:19]=1. The catalyst is CN(C)C1C=CN=CC=1.ClC1C=CC=CC=1Cl. The product is [CH3:29][O:28][C:25]1[CH:26]=[C:27]2[C:22](=[CH:23][C:24]=1[O:30][CH3:31])[N:21]=[CH:20][CH:19]=[C:18]2[O:16][C:7]1[CH:6]=[CH:5][C:4]([C:1](=[O:3])[CH3:2])=[CH:15][C:8]=1[C:9]([O:11][CH2:12][CH2:13][CH3:14])=[O:10]. The yield is 0.0900.